From a dataset of Reaction yield outcomes from USPTO patents with 853,638 reactions. Predict the reaction yield, written as a fraction of the theoretical maximum amount of product (1.0 means a 100% yield; for example, 0.34 means a 34% yield). (1) The reactants are C(OC([N:8]1[CH2:13][CH2:12][CH:11]([C:14]2[CH:35]=[CH:34][C:17]3[C:18]4[N:19]=[C:20]([C:26]5[N:27]([CH:31]([CH3:33])[CH3:32])[N:28]=[CH:29][N:30]=5)[S:21][C:22]=4[CH2:23][CH2:24][O:25][C:16]=3[CH:15]=2)[CH2:10][CH2:9]1)=O)(C)(C)C.Cl.CCOCC. The catalyst is CO. The product is [CH:31]([N:27]1[C:26]([C:20]2[S:21][C:22]3[CH2:23][CH2:24][O:25][C:16]4[CH:15]=[C:14]([CH:11]5[CH2:12][CH2:13][NH:8][CH2:9][CH2:10]5)[CH:35]=[CH:34][C:17]=4[C:18]=3[N:19]=2)=[N:30][CH:29]=[N:28]1)([CH3:33])[CH3:32]. The yield is 0.280. (2) The reactants are Cl.CC([CH:6]1[CH2:11][N:10]([C:12]2[C:21]([F:22])=[CH:20][CH:19]=[C:18]3[C:13]=2[CH:14]=[CH:15][C:16]([CH3:23])=[N:17]3)[CH2:9][CH2:8][N:7]1C([O-])=O)(C)C. The catalyst is O1CCOCC1. The product is [F:22][C:21]1[C:12]([N:10]2[CH2:9][CH2:8][NH:7][CH2:6][CH2:11]2)=[C:13]2[C:18](=[CH:19][CH:20]=1)[N:17]=[C:16]([CH3:23])[CH:15]=[CH:14]2. The yield is 1.00. (3) The reactants are [NH2:1][C:2]1[CH:3]=[C:4]([C:8]2[C:22]([C:23]3[CH:28]=[CH:27][N:26]=[C:25]([NH:29][CH:30]4[CH2:34][CH2:33][CH2:32][CH2:31]4)[N:24]=3)=[C:11]3[CH:12]=[CH:13][CH:14]=[C:15]([NH:16][CH:17]4[CH2:21][CH2:20][CH2:19][CH2:18]4)[N:10]3[N:9]=2)[CH:5]=[CH:6][CH:7]=1.N([O-])=O.[Na+].[N-:39]=[N+:40]=[N-].[Na+].C(=O)(O)[O-].[Na+]. The catalyst is C(O)(=O)C.CCOCC. The product is [N:1]([C:2]1[CH:3]=[C:4]([C:8]2[C:22]([C:23]3[CH:28]=[CH:27][N:26]=[C:25]([NH:29][CH:30]4[CH2:31][CH2:32][CH2:33][CH2:34]4)[N:24]=3)=[C:11]3[CH:12]=[CH:13][CH:14]=[C:15]([NH:16][CH:17]4[CH2:21][CH2:20][CH2:19][CH2:18]4)[N:10]3[N:9]=2)[CH:5]=[CH:6][CH:7]=1)=[N+:39]=[N-:40]. The yield is 0.520. (4) The reactants are [CH2:1]([CH:8]1[C:14](=[O:15])[CH2:13][CH:12]2[CH2:16][CH:9]1[CH2:10][CH2:11]2)[C:2]1[CH:7]=[CH:6][CH:5]=[CH:4][N:3]=1.CC([O-])(C)C.[K+].C1COCC1.[N:28](OCCC(C)C)=[O:29].Cl. The catalyst is C1COCC1. The product is [CH2:1]([CH:8]1[C:14](=[O:15])[C:13](=[N:28][OH:29])[CH:12]2[CH2:16][CH:9]1[CH2:10][CH2:11]2)[C:2]1[CH:7]=[CH:6][CH:5]=[CH:4][N:3]=1. The yield is 0.410. (5) The catalyst is C(OCC)(=O)C. The product is [O:1]1[C:5]([C@H:6]2[CH2:11][CH2:10][C@H:9]([N:12]3[C:17](=[O:18])[C:16]([CH2:19][C:20]4[CH:25]=[CH:24][C:23]([C:26]5[CH:31]=[CH:30][CH:29]=[CH:28][C:27]=5[C:32]5[NH:52][N:51]=[N:50][N:33]=5)=[CH:22][CH:21]=4)=[C:15]([CH2:34][CH2:35][CH3:36])[N:14]4[N:37]=[CH:38][N:39]=[C:13]34)[CH2:8][CH2:7]2)=[CH:4][N:3]=[CH:2]1. The reactants are [O:1]1[C:5]([C@H:6]2[CH2:11][CH2:10][C@H:9]([N:12]3[C:17](=[O:18])[C:16]([CH2:19][C:20]4[CH:25]=[CH:24][C:23]([C:26]5[C:27]([C:32]#[N:33])=[CH:28][CH:29]=[CH:30][CH:31]=5)=[CH:22][CH:21]=4)=[C:15]([CH2:34][CH2:35][CH3:36])[N:14]4[N:37]=[CH:38][N:39]=[C:13]34)[CH2:8][CH2:7]2)=[CH:4][N:3]=[CH:2]1.C([Sn](=O)CCCC)CCC.[N:50]([Si](C)(C)C)=[N+:51]=[N-:52].C1(C)C=CC=CC=1. The yield is 0.460. (6) The reactants are [NH2:1][C:2]1[N:10]=[CH:9][N:8]=[C:7]2[C:3]=1[N:4]=[CH:5][N:6]2[CH2:11][C:12]1[O:13][C:14]2[C:19]([C:20](=[O:28])[C:21]=1[C:22]1[CH:27]=[CH:26][CH:25]=[CH:24][CH:23]=1)=[CH:18][C:17](Br)=[CH:16][CH:15]=2.[H][H].ClCCl. The catalyst is CO.[Pd]. The product is [NH2:1][C:2]1[N:10]=[CH:9][N:8]=[C:7]2[C:3]=1[N:4]=[CH:5][N:6]2[CH2:11][C:12]1[O:13][C:14]2[C:19]([C:20](=[O:28])[C:21]=1[C:22]1[CH:27]=[CH:26][CH:25]=[CH:24][CH:23]=1)=[CH:18][CH:17]=[CH:16][CH:15]=2. The yield is 0.370. (7) The reactants are [C:1](Cl)(=[O:3])[CH3:2].Cl.[CH3:6][N:7]1[CH:11]=[C:10]([C:12]2[CH:13]=[C:14]([C:18]3[N:23]=[CH:22][C:21]([C:24]4[CH:25]=[N:26][N:27]([CH:29]5[CH2:34][CH2:33][NH:32][CH2:31][CH2:30]5)[CH:28]=4)=[CH:20][N:19]=3)[CH:15]=[CH:16][CH:17]=2)[CH:9]=[N:8]1. The catalyst is CN(C=O)C.C(Cl)Cl. The product is [CH3:6][N:7]1[CH:11]=[C:10]([C:12]2[CH:13]=[C:14]([C:18]3[N:19]=[CH:20][C:21]([C:24]4[CH:25]=[N:26][N:27]([CH:29]5[CH2:34][CH2:33][N:32]([C:1](=[O:3])[CH3:2])[CH2:31][CH2:30]5)[CH:28]=4)=[CH:22][N:23]=3)[CH:15]=[CH:16][CH:17]=2)[CH:9]=[N:8]1. The yield is 0.560.